This data is from Forward reaction prediction with 1.9M reactions from USPTO patents (1976-2016). The task is: Predict the product of the given reaction. (1) Given the reactants [I:1][C:2]1[C:6]2=[N:7][CH:8]=[C:9]([C:11]3[C:12]([CH3:17])=[N:13][O:14][C:15]=3[CH3:16])[CH:10]=[C:5]2[NH:4][CH:3]=1.C(=O)([O-])[O-].[Cs+].[Cs+].Br[CH:25]([C:32]1[CH:37]=[CH:36][CH:35]=[CH:34][CH:33]=1)[C:26]1[CH:31]=[CH:30][CH:29]=[CH:28][N:27]=1.O, predict the reaction product. The product is: [I:1][C:2]1[C:6]2=[N:7][CH:8]=[C:9]([C:11]3[C:12]([CH3:17])=[N:13][O:14][C:15]=3[CH3:16])[CH:10]=[C:5]2[N:4]([CH:25]([C:32]2[CH:37]=[CH:36][CH:35]=[CH:34][CH:33]=2)[C:26]2[CH:31]=[CH:30][CH:29]=[CH:28][N:27]=2)[CH:3]=1. (2) Given the reactants [NH2:1][CH:2]([CH3:18])[CH2:3][N:4]1[CH:8]=[CH:7][C:6]([C:9]2[CH:16]=[CH:15][C:12]([C:13]#[N:14])=[C:11]([Cl:17])[CH:10]=2)=[N:5]1.[C:19]([O:23][C:24]([N:26]1[CH2:31][CH2:30][CH:29]([C:32]2[S:33][CH:34]=[C:35]([C:37](O)=[O:38])[N:36]=2)[CH2:28][CH2:27]1)=[O:25])([CH3:22])([CH3:21])[CH3:20], predict the reaction product. The product is: [Cl:17][C:11]1[CH:10]=[C:9]([C:6]2[CH:7]=[CH:8][N:4]([CH2:3][C@@H:2]([NH:1][C:37]([C:35]3[N:36]=[C:32]([CH:29]4[CH2:28][CH2:27][N:26]([C:24]([O:23][C:19]([CH3:22])([CH3:21])[CH3:20])=[O:25])[CH2:31][CH2:30]4)[S:33][CH:34]=3)=[O:38])[CH3:18])[N:5]=2)[CH:16]=[CH:15][C:12]=1[C:13]#[N:14]. (3) Given the reactants [H-].[Na+].[C:3]([O:11][CH2:12][CH3:13])(=[O:10])[CH2:4][C:5]([O:7][CH2:8][CH3:9])=[O:6].Br[CH2:15][C:16]1[CH:29]=[CH:28][C:19]([C:20]([C:22]2[CH:27]=[CH:26][CH:25]=[CH:24][CH:23]=2)=[O:21])=[CH:18][CH:17]=1.[Br-], predict the reaction product. The product is: [C:20]([C:19]1[CH:18]=[CH:17][C:16]([CH2:15][CH:4]([C:5]([O:7][CH2:8][CH3:9])=[O:6])[C:3]([O:11][CH2:12][CH3:13])=[O:10])=[CH:29][CH:28]=1)(=[O:21])[C:22]1[CH:23]=[CH:24][CH:25]=[CH:26][CH:27]=1. (4) Given the reactants Br[C:2]1[CH:3]=[CH:4][C:5]([C:8]([F:11])([F:10])[F:9])=[N:6][CH:7]=1.C1(P(C2CCCCC2)C2C=CC=CC=2C2C=CC=CC=2N(C)C)CCCCC1.P([O-])([O-])([O-])=O.[K+].[K+].[K+].[CH3:48][CH:49]([N:51]1[CH2:56][CH2:55][N:54]([C:57]([C@H:59]2[CH2:63][CH2:62][NH:61][CH2:60]2)=[O:58])[CH2:53][C@@H:52]1[CH3:64])[CH3:50], predict the reaction product. The product is: [CH3:64][C@H:52]1[CH2:53][N:54]([C:57]([C@H:59]2[CH2:63][CH2:62][N:61]([C:2]3[CH:7]=[N:6][C:5]([C:8]([F:11])([F:10])[F:9])=[CH:4][CH:3]=3)[CH2:60]2)=[O:58])[CH2:55][CH2:56][N:51]1[CH:49]([CH3:50])[CH3:48]. (5) Given the reactants Cl[C:2]1[C:11]2[C:6](=[CH:7][CH:8]=[CH:9][CH:10]=2)[N:5]=[CH:4][C:3]=1[C:12](=[O:14])[CH3:13], predict the reaction product. The product is: [N:5]1[CH:6]=[CH:11][CH:2]=[CH:3][C:4]=1[C:2]1[C:11]2[C:6](=[CH:7][CH:8]=[CH:9][CH:10]=2)[N:5]=[CH:4][C:3]=1[C:12](=[O:14])[CH3:13]. (6) Given the reactants [NH2:1][C:2]1[CH:3]=[CH:4][C:5]([N:8]2[CH2:12][C:11]([CH2:14][NH:15][C:16](=[O:37])[C:17]3[CH:22]=[CH:21][C:20]([C:23]4[O:24][C:25]5[C:31]([CH:32]([CH3:34])[CH3:33])=[CH:30][C:29]([C:35]#[N:36])=[CH:28][C:26]=5[N:27]=4)=[CH:19][CH:18]=3)([CH3:13])[O:10][C:9]2=[O:38])=[N:6][CH:7]=1.C(N(C(C)C)CC)(C)C.[N:48]1[CH:53]=[CH:52][CH:51]=[CH:50][C:49]=1[C:54](Cl)=[O:55], predict the reaction product. The product is: [C:35]([C:29]1[CH:30]=[C:31]([CH:32]([CH3:34])[CH3:33])[C:25]2[O:24][C:23]([C:20]3[CH:19]=[CH:18][C:17]([C:16]([NH:15][CH2:14][C:11]4([CH3:13])[O:10][C:9](=[O:38])[N:8]([C:5]5[N:6]=[CH:7][C:2]([NH:1][C:54]([C:49]6[CH:50]=[CH:51][CH:52]=[CH:53][N:48]=6)=[O:55])=[CH:3][CH:4]=5)[CH2:12]4)=[O:37])=[CH:22][CH:21]=3)=[N:27][C:26]=2[CH:28]=1)#[N:36]. (7) Given the reactants Br[C:2]1[S:6][C:5]([CH2:7][C:8]2[C:16]3[C:11](=[CH:12][CH:13]=[CH:14][C:15]=3[CH3:17])[N:10]([C@@H:18]3[O:35][C@H:34]([CH2:36][O:37]C(=O)C)[C@@H:29]([O:30]C(=O)C)[C@H:24]([O:25]C(=O)C)[C@H:19]3[O:20]C(=O)C)[CH:9]=2)=[CH:4][CH:3]=1.[C:41]1(B(O)O)[CH:46]=[CH:45][CH:44]=[CH:43][CH:42]=1, predict the reaction product. The product is: [CH3:17][C:15]1[CH:14]=[CH:13][CH:12]=[C:11]2[C:16]=1[C:8]([CH2:7][C:5]1[S:6][C:2]([C:41]3[CH:46]=[CH:45][CH:44]=[CH:43][CH:42]=3)=[CH:3][CH:4]=1)=[CH:9][N:10]2[C@@H:18]1[O:35][C@H:34]([CH2:36][OH:37])[C@@H:29]([OH:30])[C@H:24]([OH:25])[C@H:19]1[OH:20]. (8) Given the reactants [OH:1][C@:2]([CH3:33])([CH2:17][CH2:18][CH2:19][C@H:20]([CH3:32])[CH2:21][CH2:22][CH2:23][C@H:24]([CH3:31])[CH2:25][CH2:26][CH2:27][CH:28]([CH3:30])[CH3:29])[CH2:3][CH2:4][C:5]1[C:6]([CH2:14][CH2:15][CH3:16])=[C:7]([OH:13])[CH:8]=[C:9]([CH3:12])[C:10]=1[OH:11].C(#N)C.C(Cl)Cl.O=[N+]([O-])[O-].[O-][N+](=O)[O-].[O-][N+](=O)[O-].[O-][N+](=O)[O-].[O-][N+](=O)[O-].[O-][N+](=O)[O-].[Ce+4].[NH4+].[NH4+], predict the reaction product. The product is: [OH:1][C@:2]([CH3:33])([CH2:17][CH2:18][CH2:19][C@H:20]([CH3:32])[CH2:21][CH2:22][CH2:23][C@H:24]([CH3:31])[CH2:25][CH2:26][CH2:27][CH:28]([CH3:30])[CH3:29])[CH2:3][CH2:4][C:5]1[C:10](=[O:11])[C:9]([CH3:12])=[CH:8][C:7](=[O:13])[C:6]=1[CH2:14][CH2:15][CH3:16]. (9) Given the reactants Br[C:2]1[CH:7]=[C:6]([CH3:8])[CH:5]=[CH:4][C:3]=1N.C(O[C:13]([SH:15])=[S:14])C.[K].C[N:18](C=O)C, predict the reaction product. The product is: [SH:15][C:13]1[S:14][C:2]2[CH:3]=[CH:4][CH:5]=[C:6]([CH3:8])[C:7]=2[N:18]=1.